This data is from NCI-60 drug combinations with 297,098 pairs across 59 cell lines. The task is: Regression. Given two drug SMILES strings and cell line genomic features, predict the synergy score measuring deviation from expected non-interaction effect. (1) Drug 1: CNC(=O)C1=NC=CC(=C1)OC2=CC=C(C=C2)NC(=O)NC3=CC(=C(C=C3)Cl)C(F)(F)F. Drug 2: CC1C(C(CC(O1)OC2CC(CC3=C2C(=C4C(=C3O)C(=O)C5=C(C4=O)C(=CC=C5)OC)O)(C(=O)CO)O)N)O.Cl. Cell line: SK-MEL-2. Synergy scores: CSS=61.7, Synergy_ZIP=8.41, Synergy_Bliss=9.75, Synergy_Loewe=-10.1, Synergy_HSA=7.88. (2) Drug 1: C1=NC2=C(N=C(N=C2N1C3C(C(C(O3)CO)O)O)F)N. Drug 2: CN(C(=O)NC(C=O)C(C(C(CO)O)O)O)N=O. Cell line: SK-MEL-28. Synergy scores: CSS=12.6, Synergy_ZIP=-4.15, Synergy_Bliss=-1.13, Synergy_Loewe=-8.81, Synergy_HSA=-1.47. (3) Drug 1: CN1CCC(CC1)COC2=C(C=C3C(=C2)N=CN=C3NC4=C(C=C(C=C4)Br)F)OC. Drug 2: C(CC(=O)O)C(=O)CN.Cl. Cell line: 786-0. Synergy scores: CSS=7.36, Synergy_ZIP=-5.87, Synergy_Bliss=-1.81, Synergy_Loewe=-2.66, Synergy_HSA=-0.256. (4) Drug 1: CCCS(=O)(=O)NC1=C(C(=C(C=C1)F)C(=O)C2=CNC3=C2C=C(C=N3)C4=CC=C(C=C4)Cl)F. Drug 2: C1=CC(=CC=C1CCC2=CNC3=C2C(=O)NC(=N3)N)C(=O)NC(CCC(=O)O)C(=O)O. Cell line: OVCAR-4. Synergy scores: CSS=13.4, Synergy_ZIP=-7.42, Synergy_Bliss=-17.3, Synergy_Loewe=-39.3, Synergy_HSA=-18.9. (5) Drug 1: C1CC(C1)(C(=O)O)C(=O)O.[NH2-].[NH2-].[Pt+2]. Drug 2: COC1=C2C(=CC3=C1OC=C3)C=CC(=O)O2. Cell line: A549. Synergy scores: CSS=22.9, Synergy_ZIP=-2.16, Synergy_Bliss=2.65, Synergy_Loewe=0.953, Synergy_HSA=0.718.